Dataset: Full USPTO retrosynthesis dataset with 1.9M reactions from patents (1976-2016). Task: Predict the reactants needed to synthesize the given product. (1) Given the product [ClH:1].[ClH:40].[Cl:1][C:2]1[CH:7]=[C:6]([F:8])[C:5]([NH:9][C:10]([NH:12][C:13]2[CH:14]=[CH:15][CH:16]=[CH:17][CH:18]=2)=[O:11])=[CH:4][C:3]=1[C:19]1[C:20](=[O:39])[N:21]([CH2:37][CH3:38])[C:22]2[C:27]([CH:28]=1)=[CH:26][N:25]=[C:24]([NH:29][C:30]([C@@H:32]1[CH2:36][CH2:35][CH2:34][NH:33]1)=[O:31])[CH:23]=2, predict the reactants needed to synthesize it. The reactants are: [Cl:1][C:2]1[CH:7]=[C:6]([F:8])[C:5]([NH:9][C:10]([NH:12][C:13]2[CH:18]=[CH:17][CH:16]=[CH:15][CH:14]=2)=[O:11])=[CH:4][C:3]=1[C:19]1[C:20](=[O:39])[N:21]([CH2:37][CH3:38])[C:22]2[C:27]([CH:28]=1)=[CH:26][N:25]=[C:24]([NH:29][C:30]([C@@H:32]1[CH2:36][CH2:35][CH2:34][NH:33]1)=[O:31])[CH:23]=2.[ClH:40].CC(OC)(C)C. (2) The reactants are: [C:1]([CH2:4][C:5]1[CH:10]=[CH:9][CH:8]=[CH:7][C:6]=1[S:11][C:12]1[CH:20]=[CH:19][CH:18]=[CH:17][C:13]=1[C:14](O)=[O:15])(O)=[O:2].C(C1C=CC=C([N+]([O-])=O)C=1SC1C=CC(F)=CC=1C(O)=O)(O)=O.B. Given the product [OH:15][CH2:14][C:13]1[CH:17]=[CH:18][CH:19]=[CH:20][C:12]=1[S:11][C:6]1[CH:7]=[CH:8][CH:9]=[CH:10][C:5]=1[CH2:4][CH2:1][OH:2], predict the reactants needed to synthesize it. (3) Given the product [CH3:24][C:25]([CH3:31])([CH3:30])[CH2:26][C:27]([N:17]1[CH2:18][CH2:19][C:12]2([C:11](=[O:21])[N:10]([C:7]3[CH:8]=[CH:9][C:4]([CH2:3][C:2]([F:1])([F:22])[F:23])=[CH:5][CH:6]=3)[CH2:14][CH2:13]2)[CH2:15][C:16]1=[O:20])=[O:28], predict the reactants needed to synthesize it. The reactants are: [F:1][C:2]([F:23])([F:22])[CH2:3][C:4]1[CH:9]=[CH:8][C:7]([N:10]2[CH2:14][CH2:13][C:12]3([CH2:19][CH2:18][NH:17][C:16](=[O:20])[CH2:15]3)[C:11]2=[O:21])=[CH:6][CH:5]=1.[CH3:24][C:25]([CH3:31])([CH3:30])[CH2:26][C:27](Cl)=[O:28].